The task is: Regression. Given two drug SMILES strings and cell line genomic features, predict the synergy score measuring deviation from expected non-interaction effect.. This data is from Merck oncology drug combination screen with 23,052 pairs across 39 cell lines. (1) Drug 1: O=P1(N(CCCl)CCCl)NCCCO1. Drug 2: NC1(c2ccc(-c3nc4ccn5c(=O)[nH]nc5c4cc3-c3ccccc3)cc2)CCC1. Cell line: RKO. Synergy scores: synergy=27.2. (2) Drug 1: Cn1nnc2c(C(N)=O)ncn2c1=O. Cell line: LOVO. Drug 2: CCc1c2c(nc3ccc(O)cc13)-c1cc3c(c(=O)n1C2)COC(=O)C3(O)CC. Synergy scores: synergy=-29.8.